Dataset: Peptide-MHC class I binding affinity with 185,985 pairs from IEDB/IMGT. Task: Regression. Given a peptide amino acid sequence and an MHC pseudo amino acid sequence, predict their binding affinity value. This is MHC class I binding data. (1) The peptide sequence is KECVDGTLL. The MHC is HLA-A26:01 with pseudo-sequence HLA-A26:01. The binding affinity (normalized) is 0.0847. (2) The peptide sequence is LPTNAVVKM. The MHC is HLA-B35:01 with pseudo-sequence HLA-B35:01. The binding affinity (normalized) is 0.709. (3) The peptide sequence is VMTSCFLKHK. The MHC is HLA-A03:01 with pseudo-sequence HLA-A03:01. The binding affinity (normalized) is 0.543. (4) The peptide sequence is NTTQQGDMY. The MHC is HLA-A01:01 with pseudo-sequence HLA-A01:01. The binding affinity (normalized) is 0.643. (5) The peptide sequence is NQVKFYFNK. The MHC is HLA-A68:01 with pseudo-sequence HLA-A68:01. The binding affinity (normalized) is 0.838. (6) The peptide sequence is ITSGHSWAY. The MHC is HLA-A26:01 with pseudo-sequence HLA-A26:01. The binding affinity (normalized) is 0.692. (7) The peptide sequence is FRYEFTAPF. The MHC is HLA-B46:01 with pseudo-sequence HLA-B46:01. The binding affinity (normalized) is 0.0847. (8) The peptide sequence is AWGDLWETL. The MHC is Mamu-B03 with pseudo-sequence Mamu-B03. The binding affinity (normalized) is 0. (9) The peptide sequence is GLQGIYVLV. The MHC is HLA-B39:01 with pseudo-sequence HLA-B39:01. The binding affinity (normalized) is 0.213.